Task: Predict the product of the given reaction.. Dataset: Forward reaction prediction with 1.9M reactions from USPTO patents (1976-2016) Given the reactants C([C:8]([NH2:12])([OH:11])[CH2:9][CH3:10])(OC(C)(C)C)=O.[OH:13][C:14]([CH2:16][C:17]1[CH:28]=[CH:27][C:20]([C:21]2[CH:26]=[CH:25][CH:24]=[CH:23][CH:22]=2)=[CH:19][CH:18]=1)=[O:15].[ClH:29].C(OCC)(=O)C.C(OCC)C, predict the reaction product. The product is: [NH2:12][CH:8]([OH:11])[CH2:9][CH3:10].[ClH:29].[OH:15][C:14]([CH2:16][C:17]1[CH:28]=[CH:27][C:20]([C:21]2[CH:26]=[CH:25][CH:24]=[CH:23][CH:22]=2)=[CH:19][CH:18]=1)=[O:13].